From a dataset of Full USPTO retrosynthesis dataset with 1.9M reactions from patents (1976-2016). Predict the reactants needed to synthesize the given product. (1) Given the product [Cl:15][C:8]1[N:6]2[CH:7]=[C:2]([CH2:21][CH:22]([CH3:24])[CH3:23])[CH:3]=[C:4]([C:16]([F:19])([F:18])[F:17])[C:5]2=[N:10][C:9]=1[C:11]([O:13][CH3:14])=[O:12], predict the reactants needed to synthesize it. The reactants are: Br[C:2]1[CH:3]=[C:4]([C:16]([F:19])([F:18])[F:17])[C:5]2[N:6]([C:8]([Cl:15])=[C:9]([C:11]([O:13][CH3:14])=[O:12])[N:10]=2)[CH:7]=1.[Br-].[CH2:21]([Zn+])[CH:22]([CH3:24])[CH3:23]. (2) Given the product [Br:24][CH2:14][CH2:13][CH2:12][CH2:11][CH2:10][CH2:9][NH:8][C:6](=[O:7])[C:5]1[CH:16]=[CH:17][C:2]([Cl:1])=[CH:3][CH:4]=1, predict the reactants needed to synthesize it. The reactants are: [Cl:1][C:2]1[CH:17]=[CH:16][C:5]([C:6]([NH:8][CH2:9][CH2:10][CH2:11][CH2:12][CH2:13][CH2:14]O)=[O:7])=[CH:4][CH:3]=1.O.C(OCC)C.[BrH:24]. (3) Given the product [F:2][C:3]1[C:12]([F:13])=[CH:11][CH:10]=[C:9]2[C:4]=1[CH:5]=[CH:6][C:7]([C:16]1[CH:17]=[CH:18][C:19]([C@H:22]3[CH2:27][CH2:26][C@H:25]([CH2:28][CH2:29][CH3:30])[CH2:24][CH2:23]3)=[CH:20][CH:21]=1)=[CH:8]2, predict the reactants needed to synthesize it. The reactants are: [Li].[F:2][C:3]1[C:12]([F:13])=[CH:11][CH:10]=[C:9]2[C:4]=1[CH:5]=[CH:6][C:7](Br)=[CH:8]2.I[C:16]1[CH:21]=[CH:20][C:19]([C@H:22]2[CH2:27][CH2:26][C@H:25]([CH2:28][CH2:29][CH3:30])[CH2:24][CH2:23]2)=[CH:18][CH:17]=1.Cl. (4) Given the product [F:10][C:11]([F:13])([F:12])[C:14]([F:15])=[C:17]([F:19])[F:18].[C:32]([F:36])([O:6][C:17]([F:18])([F:19])[C:14]([F:15])([F:16])[C:11]([F:10])([F:12])[F:13])=[C:31]([F:38])[F:30], predict the reactants needed to synthesize it. The reactants are: FF.C([O:6]CC=C)C=C.[F:10][C:11]([C:14]([C:17](C(C(C([O-])=O)(F)F)(F)F)([F:19])[F:18])([F:16])[F:15])([F:13])[F:12].[NH4+].[F:30][C:31]([F:38])(F)[C:32]([F:36])=C(F)F.S(OOS([O-])(=O)=O)([O-])(=O)=O.[NH4+].[NH4+]. (5) Given the product [C:1]([C:3]1[CH:4]=[C:5]([C:20]2[CH:25]=[CH:24][CH:23]=[C:22]([O:26][CH3:27])[CH:21]=2)[CH:6]=[C:7]2[C:8]=1[NH:9][C:10]1[CH:11]=[C:12]([C:13]([O:15][CH3:16])=[O:14])[CH:17]=[CH:18][C:19]2=1)(=[O:30])[NH2:2], predict the reactants needed to synthesize it. The reactants are: [C:1]([C:3]1[CH:4]=[C:5]([C:20]2[CH:25]=[CH:24][CH:23]=[C:22]([O:26][CH3:27])[CH:21]=2)[CH:6]=[CH:7][C:8]=1[NH:9][C:10]1[CH:11]=[C:12]([CH:17]=[CH:18][CH:19]=1)[C:13]([O:15][CH3:16])=[O:14])#[N:2].CC(O)=[O:30]. (6) Given the product [NH:11]1[CH2:16][CH2:15][O:14][CH:13]([CH2:17][CH2:18][C:19]([OH:21])=[O:20])[CH2:12]1, predict the reactants needed to synthesize it. The reactants are: C(OC([N:11]1[CH2:16][CH2:15][O:14][CH:13]([CH:17]=[CH:18][C:19]([OH:21])=[O:20])[CH2:12]1)=O)C1C=CC=CC=1. (7) Given the product [C:16]1([C@@H:14]2[CH2:15][C@H:13]2[NH:5][CH2:6][CH:7]2[CH2:8][CH2:9][N:10]([CH2:31][C:32]([O:34][C:35]([CH3:38])([CH3:37])[CH3:36])=[O:33])[CH2:11][CH2:12]2)[CH:17]=[CH:18][CH:19]=[CH:20][CH:21]=1, predict the reactants needed to synthesize it. The reactants are: FC(F)(F)C([N:5]([C@@H:13]1[CH2:15][C@H:14]1[C:16]1[CH:21]=[CH:20][CH:19]=[CH:18][CH:17]=1)[CH2:6][CH:7]1[CH2:12][CH2:11][NH:10][CH2:9][CH2:8]1)=O.C(=O)([O-])[O-].[K+].[K+].Br[CH2:31][C:32]([O:34][C:35]([CH3:38])([CH3:37])[CH3:36])=[O:33]. (8) Given the product [C:34]([CH2:33][C:9]1([N:11]2[CH:15]=[C:14]([C:16]3[C:17]4[CH:24]=[CH:23][NH:22][C:18]=4[N:19]=[CH:20][N:21]=3)[CH:13]=[N:12]2)[CH2:10][N:7]([CH:4]2[CH2:3][CH2:2][N:1]([C:46]([NH:45][CH:48]([CH3:50])[CH3:49])=[O:47])[CH2:6][CH2:5]2)[CH2:8]1)#[N:35], predict the reactants needed to synthesize it. The reactants are: [NH:1]1[CH2:6][CH2:5][CH:4]([N:7]2[CH2:10][C:9]([CH2:33][C:34]#[N:35])([N:11]3[CH:15]=[C:14]([C:16]4[C:17]5[CH:24]=[CH:23][N:22](COCC[Si](C)(C)C)[C:18]=5[N:19]=[CH:20][N:21]=4)[CH:13]=[N:12]3)[CH2:8]2)[CH2:3][CH2:2]1.C(N(CC)C(C)C)(C)C.[N:45]([CH:48]([CH3:50])[CH3:49])=[C:46]=[O:47].C(O)(C(F)(F)F)=O. (9) Given the product [C:6](=[O:12])([O:7][CH2:8][CH2:14][NH:13][CH3:18])[O:5][CH2:2][CH2:20][O:19][CH3:23], predict the reactants needed to synthesize it. The reactants are: Cl[C:2]([O:5][C:6](=[O:12])[O:7][C:8](Cl)(Cl)Cl)(Cl)Cl.[N:13]1[CH:18]=CC=C[CH:14]=1.[O:19]1[CH2:23]CC[CH2:20]1. (10) Given the product [C:31]([NH:30][C:18]1[S:19][C:20]([CH2:21][N:22]([CH2:23][CH2:24][C:25]([N:27]([CH3:28])[CH3:29])=[O:26])[CH3:37])=[C:16]([CH2:15][CH2:14][C:11]2[CH:10]=[CH:9][C:8]([NH:7][C:6](=[O:34])[O:5][C:1]([CH3:4])([CH3:2])[CH3:3])=[CH:13][CH:12]=2)[N:17]=1)(=[O:33])[CH3:32], predict the reactants needed to synthesize it. The reactants are: [C:1]([O:5][C:6](=[O:34])[NH:7][C:8]1[CH:13]=[CH:12][C:11]([CH2:14][CH2:15][C:16]2[N:17]=[C:18]([NH:30][C:31](=[O:33])[CH3:32])[S:19][C:20]=2[CH2:21][NH:22][CH2:23][CH2:24][C:25]([N:27]([CH3:29])[CH3:28])=[O:26])=[CH:10][CH:9]=1)([CH3:4])([CH3:3])[CH3:2].C=O.[C:37](O[BH-](OC(=O)C)OC(=O)C)(=O)C.[Na+].[OH-].[Na+].